From a dataset of Reaction yield outcomes from USPTO patents with 853,638 reactions. Predict the reaction yield, written as a fraction of the theoretical maximum amount of product (1.0 means a 100% yield; for example, 0.34 means a 34% yield). (1) The reactants are CCN=C=NCCCN(C)C.[CH3:12][C:13]1[CH:18]=[CH:17][C:16]([C:19]2[CH:24]=[C:23]([N+:25]([O-:27])=[O:26])[CH:22]=[C:21]([C:28]([OH:30])=O)[CH:20]=2)=[CH:15][CH:14]=1.C1C=[CH:33][C:34]2[N:39](O)N=N[C:35]=2C=1.CN1[C:46](=[O:47])CCC1. The catalyst is C(Cl)Cl.CN(C=O)C. The product is [CH3:46][O:47][CH2:33][CH:34]([NH:39][C:28]([C:21]1[CH:20]=[C:19]([C:16]2[CH:15]=[CH:14][C:13]([CH3:12])=[CH:18][CH:17]=2)[CH:24]=[C:23]([N+:25]([O-:27])=[O:26])[CH:22]=1)=[O:30])[CH3:35]. The yield is 0.835. (2) The reactants are [N+:1]([C:4]1[CH:12]=[C:11]2[C:7]([CH:8]=[CH:9][NH:10]2)=[CH:6][CH:5]=1)([O-:3])=[O:2].[H-].[Na+].Br[CH2:16][C:17]#[N:18].O. The catalyst is CN(C)C=O. The product is [N+:1]([C:4]1[CH:12]=[C:11]2[C:7]([CH:8]=[CH:9][N:10]2[CH2:16][C:17]#[N:18])=[CH:6][CH:5]=1)([O-:3])=[O:2]. The yield is 0.550. (3) The reactants are Br[C:2]1[C:11]2[C:6](=[N:7][CH:8]=[C:9]([C:12]([N:14]3[CH2:19][CH2:18][S:17](=[O:21])(=[O:20])[CH2:16][CH2:15]3)=[O:13])[N:10]=2)[CH:5]=[N:4][CH:3]=1.[F:22][C:23]([F:34])([F:33])[C:24]1[CH:29]=[CH:28][C:27](B(O)O)=[CH:26][CH:25]=1.C(=O)([O-])[O-].[Cs+].[Cs+].O1CCOCC1. The catalyst is C1(P([C-]2C=CC=C2)C2C=CC=CC=2)C=CC=CC=1.[C-]1(P(C2C=CC=CC=2)C2C=CC=CC=2)C=CC=C1.[Fe+2].[Pd](Cl)Cl.O. The product is [O:20]=[S:17]1(=[O:21])[CH2:18][CH2:19][N:14]([C:12]([C:9]2[N:10]=[C:11]3[C:2]([C:27]4[CH:28]=[CH:29][C:24]([C:23]([F:34])([F:33])[F:22])=[CH:25][CH:26]=4)=[CH:3][N:4]=[CH:5][C:6]3=[N:7][CH:8]=2)=[O:13])[CH2:15][CH2:16]1. The yield is 0.730. (4) The reactants are C([O-])=O.[NH4+].[C:5]1([CH3:43])[CH:10]=[CH:9][CH:8]=[C:7]([S:11]([N:14]2[C:23]3[C:18](=[N:19][CH:20]=[C:21]([NH:24]C(=O)OC(C)(C)C)[CH:22]=3)[CH2:17][C@@H:16]([NH:32][C:33](=[O:42])[O:34]CC3C=CC=CC=3)[CH2:15]2)(=[O:13])=[O:12])[CH:6]=1. The catalyst is CO.[Pd].C(OCC)(=O)C. The product is [NH2:24][C:21]1[CH:22]=[C:23]2[C:18]([CH2:17][C@@H:16]([NH:32][C:33](=[O:42])[O:34][C:5]([CH3:43])([CH3:10])[CH3:6])[CH2:15][N:14]2[S:11]([C:7]2[CH:6]=[C:5]([CH3:43])[CH:10]=[CH:9][CH:8]=2)(=[O:13])=[O:12])=[N:19][CH:20]=1. The yield is 0.920. (5) The reactants are [Cl-].O[NH3+:3].[C:4](=[O:7])([O-])[OH:5].[Na+].CS(C)=O.[O:13]1[C:17]2[CH:18]=[CH:19][C:20]([N:22]3[C:27](=[O:28])[C:26]([CH2:29][C:30]4[CH:35]=[CH:34][C:33]([C:36]5[C:37]([C:42]#[N:43])=[CH:38][CH:39]=[CH:40][CH:41]=5)=[CH:32][C:31]=4[F:44])=[C:25]([CH2:45][CH2:46][CH3:47])[N:24]=[C:23]3[CH3:48])=[CH:21][C:16]=2[CH2:15][CH2:14]1. The catalyst is O.C(OCC)(=O)C. The product is [O:13]1[C:17]2[CH:18]=[CH:19][C:20]([N:22]3[C:27](=[O:28])[C:26]([CH2:29][C:30]4[CH:35]=[CH:34][C:33]([C:36]5[CH:41]=[CH:40][CH:39]=[CH:38][C:37]=5[C:42]5[NH:3][C:4](=[O:7])[O:5][N:43]=5)=[CH:32][C:31]=4[F:44])=[C:25]([CH2:45][CH2:46][CH3:47])[N:24]=[C:23]3[CH3:48])=[CH:21][C:16]=2[CH2:15][CH2:14]1. The yield is 0.480. (6) The reactants are C(OC([N:8]1[CH2:13][CH2:12][CH:11]([C:14]2[O:15][C:16]([C:27]3[CH:32]=[CH:31][C:30]([F:33])=[CH:29][CH:28]=3)=[C:17]([C:19]3[CH:24]=[CH:23][C:22]([O:25][CH3:26])=[CH:21][CH:20]=3)[N:18]=2)[CH2:10][CH2:9]1)=O)(C)(C)C.FC(F)(F)C(O)=O. The catalyst is ClCCl. The product is [F:33][C:30]1[CH:31]=[CH:32][C:27]([C:16]2[O:15][C:14]([CH:11]3[CH2:10][CH2:9][NH:8][CH2:13][CH2:12]3)=[N:18][C:17]=2[C:19]2[CH:20]=[CH:21][C:22]([O:25][CH3:26])=[CH:23][CH:24]=2)=[CH:28][CH:29]=1. The yield is 0.910.